From a dataset of NCI-60 drug combinations with 297,098 pairs across 59 cell lines. Regression. Given two drug SMILES strings and cell line genomic features, predict the synergy score measuring deviation from expected non-interaction effect. (1) Drug 1: COC1=C(C=C2C(=C1)N=CN=C2NC3=CC(=C(C=C3)F)Cl)OCCCN4CCOCC4. Drug 2: C1=NC(=NC(=O)N1C2C(C(C(O2)CO)O)O)N. Cell line: OVCAR3. Synergy scores: CSS=30.7, Synergy_ZIP=-2.49, Synergy_Bliss=0.366, Synergy_Loewe=2.66, Synergy_HSA=3.16. (2) Drug 1: C1=C(C(=O)NC(=O)N1)N(CCCl)CCCl. Drug 2: CN1C2=C(C=C(C=C2)N(CCCl)CCCl)N=C1CCCC(=O)O.Cl. Cell line: RXF 393. Synergy scores: CSS=17.3, Synergy_ZIP=-4.93, Synergy_Bliss=-2.36, Synergy_Loewe=-9.39, Synergy_HSA=-2.79. (3) Drug 1: CN1C(=O)N2C=NC(=C2N=N1)C(=O)N. Drug 2: CC1=C2C(C(=O)C3(C(CC4C(C3C(C(C2(C)C)(CC1OC(=O)C(C(C5=CC=CC=C5)NC(=O)OC(C)(C)C)O)O)OC(=O)C6=CC=CC=C6)(CO4)OC(=O)C)O)C)O. Cell line: UACC-257. Synergy scores: CSS=-3.79, Synergy_ZIP=1.76, Synergy_Bliss=-0.923, Synergy_Loewe=-7.41, Synergy_HSA=-5.96. (4) Drug 1: CCCS(=O)(=O)NC1=C(C(=C(C=C1)F)C(=O)C2=CNC3=C2C=C(C=N3)C4=CC=C(C=C4)Cl)F. Synergy scores: CSS=43.9, Synergy_ZIP=2.28, Synergy_Bliss=4.65, Synergy_Loewe=-38.4, Synergy_HSA=2.48. Cell line: MOLT-4. Drug 2: CCC1(CC2CC(C3=C(CCN(C2)C1)C4=CC=CC=C4N3)(C5=C(C=C6C(=C5)C78CCN9C7C(C=CC9)(C(C(C8N6C=O)(C(=O)OC)O)OC(=O)C)CC)OC)C(=O)OC)O.OS(=O)(=O)O. (5) Drug 1: CC12CCC(CC1=CCC3C2CCC4(C3CC=C4C5=CN=CC=C5)C)O. Drug 2: C1CN1P(=S)(N2CC2)N3CC3. Cell line: MDA-MB-231. Synergy scores: CSS=24.7, Synergy_ZIP=-2.33, Synergy_Bliss=3.06, Synergy_Loewe=3.00, Synergy_HSA=5.02. (6) Drug 1: CC=C1C(=O)NC(C(=O)OC2CC(=O)NC(C(=O)NC(CSSCCC=C2)C(=O)N1)C(C)C)C(C)C. Drug 2: C(=O)(N)NO. Cell line: SK-MEL-2. Synergy scores: CSS=30.3, Synergy_ZIP=3.34, Synergy_Bliss=1.55, Synergy_Loewe=-44.9, Synergy_HSA=-4.35. (7) Drug 1: CNC(=O)C1=CC=CC=C1SC2=CC3=C(C=C2)C(=NN3)C=CC4=CC=CC=N4. Drug 2: COC1=C(C=C2C(=C1)N=CN=C2NC3=CC(=C(C=C3)F)Cl)OCCCN4CCOCC4. Cell line: MALME-3M. Synergy scores: CSS=28.7, Synergy_ZIP=1.15, Synergy_Bliss=3.25, Synergy_Loewe=2.15, Synergy_HSA=2.82. (8) Drug 1: CC1=C(C=C(C=C1)C(=O)NC2=CC(=CC(=C2)C(F)(F)F)N3C=C(N=C3)C)NC4=NC=CC(=N4)C5=CN=CC=C5. Drug 2: B(C(CC(C)C)NC(=O)C(CC1=CC=CC=C1)NC(=O)C2=NC=CN=C2)(O)O. Cell line: PC-3. Synergy scores: CSS=21.3, Synergy_ZIP=-1.45, Synergy_Bliss=-4.07, Synergy_Loewe=-42.4, Synergy_HSA=-4.93.